Predict the product of the given reaction. From a dataset of Forward reaction prediction with 1.9M reactions from USPTO patents (1976-2016). (1) Given the reactants [CH2:1]([O:3][C:4](=[O:17])[CH2:5][C:6]1[N:10]2[CH:11]=[C:12]([C:15]#N)[CH:13]=[CH:14][C:9]2=[N:8][CH:7]=1)[CH3:2].O.[PH2]([O-])=[O:20].[Na+], predict the reaction product. The product is: [CH2:1]([O:3][C:4](=[O:17])[CH2:5][C:6]1[N:10]2[CH:11]=[C:12]([CH:15]=[O:20])[CH:13]=[CH:14][C:9]2=[N:8][CH:7]=1)[CH3:2]. (2) Given the reactants [F:1][C:2]1[CH:7]=[CH:6][C:5]([N:8]2[C:19]3=[C:20]4[C:14](=[C:15]5[N:24]([CH3:25])[CH:23]=[CH:22][C:21]([C:26](O)=[O:27])=[C:16]5[CH:17]=[CH:18]3)[C:13](=[O:29])[NH:12][C:11]4=[CH:10][CH2:9]2)=[CH:4][CH:3]=1.C(N(CC)C(C)C)(C)C.[F:39][C:40]1[CH:41]=[CH:42][C:43]([O:48][CH3:49])=[C:44]([CH2:46][NH2:47])[CH:45]=1.CN(C(ON1N=NC2C=CC=NC1=2)=[N+](C)C)C.F[P-](F)(F)(F)(F)F, predict the reaction product. The product is: [F:39][C:40]1[CH:41]=[CH:42][C:43]([O:48][CH3:49])=[C:44]([CH:45]=1)[CH2:46][NH:47][C:26]([C:21]1[CH:22]=[CH:23][N:24]([CH3:25])[C:15]2[C:16]=1[CH:17]=[CH:18][C:19]1[N:8]([C:5]3[CH:4]=[CH:3][C:2]([F:1])=[CH:7][CH:6]=3)[CH2:9][CH:10]=[C:11]3[NH:12][C:13](=[O:29])[C:14]=2[C:20]=13)=[O:27]. (3) Given the reactants [NH2:1][C:2]1[N:7]=[C:6]([N:8]2[CH2:29][CH2:28][C:11]3([CH2:15][N:14](C(OC(C)(C)C)=O)[C@H:13]([C:23]([O:25][CH2:26][CH3:27])=[O:24])[CH2:12]3)[CH2:10][CH2:9]2)[CH:5]=[C:4]([O:30][CH2:31][C:32]2[CH:37]=[CH:36][C:35]([Cl:38])=[CH:34][C:33]=2[C:39]2[CH:44]=[CH:43][CH:42]=[C:41]([S:45]([CH3:48])(=[O:47])=[O:46])[CH:40]=2)[N:3]=1.C(O)(C(F)(F)F)=O, predict the reaction product. The product is: [NH2:1][C:2]1[N:7]=[C:6]([N:8]2[CH2:29][CH2:28][C:11]3([CH2:15][NH:14][C@H:13]([C:23]([O:25][CH2:26][CH3:27])=[O:24])[CH2:12]3)[CH2:10][CH2:9]2)[CH:5]=[C:4]([O:30][CH2:31][C:32]2[CH:37]=[CH:36][C:35]([Cl:38])=[CH:34][C:33]=2[C:39]2[CH:44]=[CH:43][CH:42]=[C:41]([S:45]([CH3:48])(=[O:46])=[O:47])[CH:40]=2)[N:3]=1.